From a dataset of Full USPTO retrosynthesis dataset with 1.9M reactions from patents (1976-2016). Predict the reactants needed to synthesize the given product. Given the product [ClH:36].[CH3:1][C@H:2]1[CH2:6][CH2:5][CH2:4][N:3]1[CH2:7][CH2:8][CH2:9][N:10]1[CH2:14][CH2:13][N:12]([CH2:15][CH2:16][CH2:17][N:18]2[CH2:22][CH2:21][CH2:20][C@@H:19]2[CH3:23])[C:11]1=[C:24]([S:27]([C:30]1[CH:31]=[CH:32][CH:33]=[CH:34][CH:35]=1)(=[O:29])=[O:28])[C:25]#[N:26], predict the reactants needed to synthesize it. The reactants are: [CH3:1][C@H:2]1[CH2:6][CH2:5][CH2:4][N:3]1[CH2:7][CH2:8][CH2:9][N:10]1[CH2:14][CH2:13][N:12]([CH2:15][CH2:16][CH2:17][N:18]2[CH2:22][CH2:21][CH2:20][C@@H:19]2[CH3:23])[C:11]1=[C:24]([S:27]([C:30]1[CH:35]=[CH:34][CH:33]=[CH:32][CH:31]=1)(=[O:29])=[O:28])[C:25]#[N:26].[ClH:36].C(OCC)(=O)C.